This data is from Full USPTO retrosynthesis dataset with 1.9M reactions from patents (1976-2016). The task is: Predict the reactants needed to synthesize the given product. (1) Given the product [O:41]=[C:40]1[N:38]([O:33][CH2:26][CH:25]=[CH2:24])[CH:5]2[CH2:4][N:3]1[N:2]([CH2:14][C:15]([O:17][C:18]([CH3:21])([CH3:20])[CH3:19])=[O:16])[C:11]1[CH:10]=[CH:9][CH:8]=[CH:7][C:6]=12, predict the reactants needed to synthesize it. The reactants are: Cl.[N:2]1[C:11]2[C:6](=[CH:7][CH:8]=[CH:9][CH:10]=2)[C:5](O)=[CH:4][N:3]=1.Br[CH2:14][C:15]([O:17][C:18]([CH3:21])([CH3:20])[CH3:19])=[O:16].[H-].[Na+].[CH3:24][CH2:25][CH2:26][CH2:24][CH2:25][CH2:26]C.CC[O:33]C(C)=[O:33].C[N:38]([CH:40]=[O:41])C. (2) Given the product [Cl:20][C:14]1[N:13]=[CH:12][CH:11]=[C:10]([CH2:7][C:8]#[N:9])[C:15]=1[C:16]([O:18][CH3:19])=[O:17], predict the reactants needed to synthesize it. The reactants are: C(OC(=O)[CH:7]([C:10]1[C:15]([C:16]([O:18][CH3:19])=[O:17])=[C:14]([Cl:20])[N:13]=[CH:12][CH:11]=1)[C:8]#[N:9])(C)(C)C.C(O)(C(F)(F)F)=O. (3) The reactants are: [C:1](=[O:13])([S:11][CH3:12])[O:2][CH:3]([O:5][C:6](=[O:10])[CH:7]([CH3:9])C)[CH3:4].[C:14](O)(=O)CCC. Given the product [C:1](=[O:13])([S:11][CH3:12])[O:2][CH:3]([O:5][C:6](=[O:10])[CH2:7][CH2:9][CH3:14])[CH3:4], predict the reactants needed to synthesize it.